This data is from Reaction yield outcomes from USPTO patents with 853,638 reactions. The task is: Predict the reaction yield, written as a fraction of the theoretical maximum amount of product (1.0 means a 100% yield; for example, 0.34 means a 34% yield). (1) The reactants are [CH:1]1([CH:7]2[CH:16]3[CH2:17][CH2:18][CH2:19][O:20][CH:15]3[C:14]3[C:13]([N+:21]([O-])=O)=[CH:12][CH:11]=[CH:10][C:9]=3[NH:8]2)[CH2:6][CH2:5][CH2:4][CH2:3][CH2:2]1. The catalyst is [Pd].CCO. The product is [CH:1]1([CH:7]2[CH:16]3[CH2:17][CH2:18][CH2:19][O:20][CH:15]3[C:14]3[C:13]([NH2:21])=[CH:12][CH:11]=[CH:10][C:9]=3[NH:8]2)[CH2:2][CH2:3][CH2:4][CH2:5][CH2:6]1. The yield is 0.260. (2) The reactants are [CH2:1]([C:4]1([OH:14])[CH2:9][CH2:8][N:7]([S:10]([CH3:13])(=[O:12])=[O:11])[CH2:6][CH2:5]1)[CH:2]=C.N1C(C)=CC=CC=1C.I([O-])(=O)(=O)=[O:24].[Na+].C([O-])(O)=O.[Na+]. The catalyst is O1CCOCC1.O.[Os](=O)(=O)(=O)=O. The product is [OH:14][C:4]1([CH2:1][CH:2]=[O:24])[CH2:9][CH2:8][N:7]([S:10]([CH3:13])(=[O:12])=[O:11])[CH2:6][CH2:5]1. The yield is 0.480. (3) The yield is 0.890. The reactants are C([O-])([O-])=O.[Na+].[Na+].[CH:7]([C:9]1[CH:10]=[C:11](B(O)O)[CH:12]=[CH:13][CH:14]=1)=[O:8].Br[C:19]1[CH:24]=[CH:23][CH:22]=[CH:21][N:20]=1. The product is [N:20]1[CH:21]=[CH:22][CH:23]=[CH:24][C:19]=1[C:11]1[CH:10]=[C:9]([CH:14]=[CH:13][CH:12]=1)[CH:7]=[O:8]. The catalyst is CO.C1(C)C=CC=CC=1.ClCCl.C1C=CC([P]([Pd]([P](C2C=CC=CC=2)(C2C=CC=CC=2)C2C=CC=CC=2)([P](C2C=CC=CC=2)(C2C=CC=CC=2)C2C=CC=CC=2)[P](C2C=CC=CC=2)(C2C=CC=CC=2)C2C=CC=CC=2)(C2C=CC=CC=2)C2C=CC=CC=2)=CC=1. (4) The reactants are [O:1]([C:8]1[CH:31]=[CH:30][C:11]([C:12]([NH:14]C2C=CC(CP(=O)(OCC)OCC)=CC=2)=[O:13])=[CH:10][CH:9]=1)[C:2]1[CH:7]=[CH:6][CH:5]=[CH:4][CH:3]=1.O(C1C=CC(C(O)=O)=CC=1)C1C=CC=CC=1.N[C:49]1[CH:50]=[C:51]([CH:61]=[CH:62][CH:63]=1)[CH2:52][P:53](=[O:60])([O:57][CH2:58][CH3:59])[O:54][CH2:55][CH3:56].C(Cl)CCl. The catalyst is CN(C1C=CN=CC=1)C.C(Cl)Cl. The product is [O:1]([C:8]1[CH:31]=[CH:30][C:11]([C:12]([NH:14][C:49]2[CH:50]=[C:51]([CH:61]=[CH:62][CH:63]=2)[CH2:52][P:53](=[O:60])([O:57][CH2:58][CH3:59])[O:54][CH2:55][CH3:56])=[O:13])=[CH:10][CH:9]=1)[C:2]1[CH:7]=[CH:6][CH:5]=[CH:4][CH:3]=1. The yield is 0.980. (5) The reactants are [ClH:1].[ClH:2].N[C@@H]1CCN(C2C=C(NCCOC)N=NC=2)C1.COCCN[C:25]1[N:30]=[N:29][CH:28]=[C:27]([N:31]2[CH2:35][CH2:34][C@@H:33]([NH:36][C:37](=[O:43])[O:38][C:39]([CH3:42])([CH3:41])[CH3:40])[CH2:32]2)[CH:26]=1.Cl. The catalyst is CO.CCOCC. The product is [Cl:1][C:26]1[C:27]([N:31]2[CH2:35][CH2:34][C@@H:33]([NH:36][C:37](=[O:43])[O:38][C:39]([CH3:42])([CH3:41])[CH3:40])[CH2:32]2)=[CH:28][N:29]=[N:30][C:25]=1[Cl:2]. The yield is 0.520. (6) The reactants are Cl[S:2]([C:5]1[CH:9]=[CH:8][S:7][C:6]=1[CH2:10][O:11][C:12]1[CH:17]=[CH:16][C:15]([CH3:18])=[CH:14][CH:13]=1)(=[O:4])=[O:3].[NH2:19][C:20]1[O:24][N:23]=[C:22]([CH3:25])[C:21]=1[Br:26]. No catalyst specified. The product is [Br:26][C:21]1[C:22]([CH3:25])=[N:23][O:24][C:20]=1[NH:19][S:2]([C:5]1[CH:9]=[CH:8][S:7][C:6]=1[CH2:10][O:11][C:12]1[CH:17]=[CH:16][C:15]([CH3:18])=[CH:14][CH:13]=1)(=[O:4])=[O:3]. The yield is 0.640. (7) The reactants are [C:1](=[O:4])([O-])[NH2:2].Cl.[CH3:6][CH2:7][N:8](C(C)C)C(C)C.[C:15]([O:19][C:20]([NH:22][C@@H:23]([C@@H:27]([CH:29]1[CH2:33][CH2:32][CH2:31][CH2:30]1)F)[C:24]([OH:26])=O)=[O:21])([CH3:18])([CH3:17])[CH3:16].CN(C(ON1N=[N:49][C:44]2[CH:45]=[CH:46][CH:47]=NC1=2)=[N+](C)C)C.[F:51][P-](F)(F)(F)(F)F.[C:58]([O-:61])(O)=O.[Na+].[CH3:63][N:64]([CH:66]=O)C. The catalyst is O1CCOCC1.CCOCC. The product is [C:15]([O:19][C:20](=[O:21])[NH:22][CH:23]([C:24](=[O:26])[NH:49][C:44]1([CH:58]([OH:61])[C:1](=[O:4])[NH:2][C:7]2[CH:6]=[CH:66][N:64]([CH3:63])[N:8]=2)[CH2:45][CH2:46][CH2:47]1)[CH2:27][C:29]1([F:51])[CH2:33][CH2:32][CH2:31][CH2:30]1)([CH3:16])([CH3:17])[CH3:18]. The yield is 0.930. (8) The product is [CH3:26][C:20]1[CH:21]=[C:22]([OH:25])[CH:23]=[CH:24][C:19]=1[C:17]1[N:14]=[C:12]([NH:11]/[N:10]=[CH:1]/[CH:2]=[CH:3]/[C:4]2[CH:9]=[CH:8][CH:7]=[CH:6][CH:5]=2)[S:13][CH:16]=1. The yield is 0.360. The reactants are [CH:1](=[N:10][NH:11][C:12]([NH2:14])=[S:13])[CH:2]=[CH:3][C:4]1[CH:9]=[CH:8][CH:7]=[CH:6][CH:5]=1.Br[CH2:16][C:17]([C:19]1[CH:24]=[CH:23][C:22]([OH:25])=[CH:21][C:20]=1[CH3:26])=O. No catalyst specified. (9) The catalyst is [Pd].O. The reactants are [C:1]1([S:7]([CH:10]=[CH:11][C:12]2[CH:13]=[C:14]3[C:18](=[CH:19][CH:20]=2)[NH:17][CH:16]=[C:15]3[CH2:21][C@H:22]2[CH2:26][CH2:25][CH2:24][N:23]2[CH3:27])(=[O:9])=[O:8])[CH:6]=[CH:5][CH:4]=[CH:3][CH:2]=1.CC(C)=O.CS(O)(=O)=O. The yield is 0.784. The product is [CH3:27][N:23]1[CH2:24][CH2:25][CH2:26][C@@H:22]1[CH2:21][C:15]1[C:14]2[C:18](=[CH:19][CH:20]=[C:12]([CH2:11][CH2:10][S:7]([C:1]3[CH:6]=[CH:5][CH:4]=[CH:3][CH:2]=3)(=[O:8])=[O:9])[CH:13]=2)[NH:17][CH:16]=1.